From a dataset of Forward reaction prediction with 1.9M reactions from USPTO patents (1976-2016). Predict the product of the given reaction. Given the reactants [C:1]1([C:7]2([C:10]([N:12]3[CH2:16][CH2:15][CH2:14][CH2:13]3)=[O:11])[CH2:9][CH2:8]2)[CH:6]=[CH:5][CH:4]=[CH:3][CH:2]=1.S(=O)(=O)(O)O.[I:22](O)(=O)(=O)=O.II.S(S([O-])=O)([O-])(=O)=O.[Na+].[Na+], predict the reaction product. The product is: [I:22][C:4]1[CH:3]=[CH:2][C:1]([C:7]2([C:10]([N:12]3[CH2:16][CH2:15][CH2:14][CH2:13]3)=[O:11])[CH2:8][CH2:9]2)=[CH:6][CH:5]=1.